The task is: Predict the reactants needed to synthesize the given product.. This data is from Full USPTO retrosynthesis dataset with 1.9M reactions from patents (1976-2016). (1) Given the product [CH3:26][C:18]1[CH:19]=[C:20]([N+:23]([O-:25])=[O:24])[CH:21]=[CH:22][C:17]=1[O:1][C:2]1[CH:7]=[CH:6][N:5]=[C:4]([NH:8][C:9](=[O:15])[O:10][C:11]([CH3:12])([CH3:14])[CH3:13])[CH:3]=1, predict the reactants needed to synthesize it. The reactants are: [OH:1][C:2]1[CH:7]=[CH:6][N:5]=[C:4]([NH:8][C:9](=[O:15])[O:10][C:11]([CH3:14])([CH3:13])[CH3:12])[CH:3]=1.F[C:17]1[CH:22]=[CH:21][C:20]([N+:23]([O-:25])=[O:24])=[CH:19][C:18]=1[CH3:26].C([O-])([O-])=O.[K+].[K+]. (2) Given the product [N:1]([C:2]1[CH:3]=[CH:4][C:5]([CH2:6][NH:7][C:8](=[O:16])[C@H:9]([NH:12][C:13](=[O:15])[CH3:14])[CH2:10][OH:11])=[CH:17][CH:18]=1)=[N+:23]=[N-:24], predict the reactants needed to synthesize it. The reactants are: [NH2:1][C:2]1[CH:18]=[CH:17][C:5]([CH2:6][NH:7][C:8](=[O:16])[C@H:9]([NH:12][C:13](=[O:15])[CH3:14])[CH2:10][OH:11])=[CH:4][CH:3]=1.[Si]([N:23]=[N+:24]=[N-])(C)(C)C. (3) Given the product [Cl:19][C:20]1[S:24][C:23]([S:25]([NH:28][C:29]([CH:31]2[CH2:36][CH2:35][N:34]([C:2]3[C:14]([C:15]#[N:16])=[CH:13][C:5]([C:6]([O:8][C:9]([CH3:12])([CH3:11])[CH3:10])=[O:7])=[C:4]([CH3:17])[N:3]=3)[CH2:33][CH2:32]2)=[O:30])(=[O:26])=[O:27])=[CH:22][CH:21]=1, predict the reactants needed to synthesize it. The reactants are: Cl[C:2]1[C:14]([C:15]#[N:16])=[CH:13][C:5]([C:6]([O:8][C:9]([CH3:12])([CH3:11])[CH3:10])=[O:7])=[C:4]([CH3:17])[N:3]=1.Cl.[Cl:19][C:20]1[S:24][C:23]([S:25]([NH:28][C:29]([CH:31]2[CH2:36][CH2:35][NH:34][CH2:33][CH2:32]2)=[O:30])(=[O:27])=[O:26])=[CH:22][CH:21]=1.CCN(C(C)C)C(C)C. (4) Given the product [N:1]1[C:10]2[C:5](=[CH:6][C:7]([C:11]([Cl:17])=[O:13])=[CH:8][CH:9]=2)[N:4]=[CH:3][CH:2]=1, predict the reactants needed to synthesize it. The reactants are: [N:1]1[C:10]2[C:5](=[CH:6][C:7]([C:11]([OH:13])=O)=[CH:8][CH:9]=2)[N:4]=[CH:3][CH:2]=1.C(Cl)(=O)C([Cl:17])=O.CN(C=O)C.